This data is from Catalyst prediction with 721,799 reactions and 888 catalyst types from USPTO. The task is: Predict which catalyst facilitates the given reaction. Reactant: [C:1]([C:5]1[CH:21]=[CH:20][C:8]([C:9]([NH:11][C:12]2[CH:17]=[CH:16][N:15]=[C:14]([O:18]C)[CH:13]=2)=[O:10])=[C:7]([O:22][C:23]2[CH:24]=[N:25][C:26]([C:29]([F:32])([F:31])[F:30])=[CH:27][CH:28]=2)[CH:6]=1)([CH3:4])([CH3:3])[CH3:2].[Si](I)(C)(C)C. Product: [C:1]([C:5]1[CH:21]=[CH:20][C:8]([C:9]([NH:11][C:12]2[CH:17]=[CH:16][NH:15][C:14](=[O:18])[CH:13]=2)=[O:10])=[C:7]([O:22][C:23]2[CH:24]=[N:25][C:26]([C:29]([F:31])([F:32])[F:30])=[CH:27][CH:28]=2)[CH:6]=1)([CH3:4])([CH3:2])[CH3:3]. The catalyst class is: 10.